Dataset: Forward reaction prediction with 1.9M reactions from USPTO patents (1976-2016). Task: Predict the product of the given reaction. (1) The product is: [CH3:15][CH2:1][C:2]1[S:6][C:5]([NH:7][C:8]([CH2:10][N:11]([CH3:12])[CH3:13])=[O:9])=[N:4][N:3]=1. Given the reactants [CH3:1][C:2]1[S:6][C:5]([NH:7][C:8]([CH2:10][N:11]([CH3:13])[CH3:12])=[O:9])=[N:4][N:3]=1.Cl.[CH3:15]NC.CCN(C(C)C)C(C)C, predict the reaction product. (2) Given the reactants [CH2:1]([N:8]1[CH2:13][CH2:12][CH:11]([N:14]([C:19]2[CH:28]=[CH:27][C:26]3[C:21](=[CH:22][CH:23]=[C:24]([OH:29])[CH:25]=3)[CH:20]=2)[C:15](=[O:18])[CH2:16][CH3:17])[CH2:10][CH2:9]1)C1C=CC=CC=1.C=O, predict the reaction product. The product is: [OH:29][C:24]1[CH:25]=[C:26]2[C:21](=[CH:22][CH:23]=1)[CH:20]=[C:19]([N:14]([CH:11]1[CH2:12][CH2:13][N:8]([CH3:1])[CH2:9][CH2:10]1)[C:15](=[O:18])[CH2:16][CH3:17])[CH:28]=[CH:27]2. (3) Given the reactants [Br:1][C:2]1[CH:7]=[CH:6][CH:5]=[CH:4][C:3]=1[S:8]([NH2:11])(=[O:10])=[O:9].[CH3:12][N:13]([CH:15]=O)[CH3:14].COC(OC)N(C)C.S([O-])(O)(=O)=O.[Na+], predict the reaction product. The product is: [Br:1][C:2]1[CH:7]=[CH:6][CH:5]=[CH:4][C:3]=1[S:8](/[N:11]=[CH:12]/[N:13]([CH3:15])[CH3:14])(=[O:10])=[O:9]. (4) Given the reactants Br[C:2]1[CH:3]=[C:4]([OH:21])[C:5]([C:12]([NH:14][CH2:15][C:16]([O:18]CC)=[O:17])=[O:13])=[C:6]2[C:11]=1[N:10]=[CH:9][CH:8]=[N:7]2.C([Sn](CCCC)(CCCC)[C:27]1[S:28][CH:29]=[CH:30][N:31]=1)CCC.[OH-].[Na+], predict the reaction product. The product is: [OH:21][C:4]1[C:5]([C:12]([NH:14][CH2:15][C:16]([OH:18])=[O:17])=[O:13])=[C:6]2[C:11](=[C:2]([C:27]3[S:28][CH:29]=[CH:30][N:31]=3)[CH:3]=1)[N:10]=[CH:9][CH:8]=[N:7]2. (5) Given the reactants [C:1]([O:5][C:6](=[O:14])[NH:7][CH2:8][CH2:9][O:10][CH2:11][CH2:12][OH:13])([CH3:4])([CH3:3])[CH3:2].C(N(CC)CC)C.[CH3:22][S:23](Cl)(=[O:25])=[O:24].O, predict the reaction product. The product is: [CH3:22][S:23]([O:13][CH2:12][CH2:11][O:10][CH2:9][CH2:8][NH:7][C:6]([O:5][C:1]([CH3:4])([CH3:2])[CH3:3])=[O:14])(=[O:25])=[O:24]. (6) Given the reactants Cl.Cl.[N:3]12[CH2:10][CH2:9][C:6]([CH2:11][NH2:12])([CH2:7][CH2:8]1)[CH2:5][CH2:4]2.C[O-].[Na+].C(O)(=O)C.C([BH3-])#N.[Na+].[CH3:24][O:25][C:26]1[CH:49]=[CH:48][C:29]([CH2:30][N:31]2[C:39]3[CH:38]=[CH:37][CH:36]=[C:35]([C:40]([O:42][CH3:43])=[O:41])[C:34]=3[C:33]([CH2:44][CH2:45]C=O)=[CH:32]2)=[CH:28][CH:27]=1, predict the reaction product. The product is: [CH3:24][O:25][C:26]1[CH:27]=[CH:28][C:29]([CH2:30][N:31]2[C:39]3[CH:38]=[CH:37][CH:36]=[C:35]([C:40]([O:42][CH3:43])=[O:41])[C:34]=3[C:33]([CH2:44][CH2:45][NH:12][CH2:11][C:6]34[CH2:9][CH2:10][N:3]([CH2:8][CH2:7]3)[CH2:4][CH2:5]4)=[CH:32]2)=[CH:48][CH:49]=1. (7) The product is: [C:1]([C:5]1[CH:13]=[CH:12][C:8]([C:9]([NH:24][C:22]2[N:23]=[C:18]3[CH:17]=[CH:16][C:15]([I:14])=[CH:20][N:19]3[CH:21]=2)=[O:10])=[CH:7][CH:6]=1)([CH3:4])([CH3:3])[CH3:2]. Given the reactants [C:1]([C:5]1[CH:13]=[CH:12][C:8]([C:9](Cl)=[O:10])=[CH:7][CH:6]=1)([CH3:4])([CH3:3])[CH3:2].[I:14][C:15]1[CH:16]=[CH:17][C:18]2[N:19]([CH:21]=[C:22]([NH2:24])[N:23]=2)[CH:20]=1.C(N(CC)CC)C, predict the reaction product. (8) Given the reactants [C:1]([C:3]1[CH:11]=[CH:10][C:6]([C:7](Cl)=[O:8])=[CH:5][CH:4]=1)#[N:2].[Cl:12][C:13]1[CH:18]=[C:17]([C:19]([F:31])([C:27]([F:30])([F:29])[F:28])[C:20]([F:26])([F:25])[C:21]([F:24])([F:23])[F:22])[CH:16]=[C:15]([Cl:32])[C:14]=1[N:33]1[CH:37]=[C:36]([C:38]2[CH:39]=[C:40]([NH2:44])[CH:41]=[CH:42][CH:43]=2)[N:35]=[N:34]1.N1C=CC=CC=1, predict the reaction product. The product is: [C:1]([C:3]1[CH:11]=[CH:10][C:6]([C:7]([NH:44][C:40]2[CH:41]=[CH:42][CH:43]=[C:38]([C:36]3[N:35]=[N:34][N:33]([C:14]4[C:13]([Cl:12])=[CH:18][C:17]([C:19]([F:31])([C:27]([F:28])([F:30])[F:29])[C:20]([F:25])([F:26])[C:21]([F:22])([F:23])[F:24])=[CH:16][C:15]=4[Cl:32])[CH:37]=3)[CH:39]=2)=[O:8])=[CH:5][CH:4]=1)#[N:2]. (9) The product is: [CH3:40][N:39]([CH3:41])[CH2:38][CH2:37][N:36]([CH2:35][C:32]1[CH:31]=[CH:30][C:29]([NH:28][C:4]([C:6]2[C:7]3[N:8]=[CH:9][CH:10]=[N:11][C:12]=3[C:13]([C:16]3[C:21]([F:22])=[C:20]([O:23][CH3:24])[CH:19]=[C:18]([O:25][CH3:26])[C:17]=3[Cl:27])=[CH:14][CH:15]=2)=[O:3])=[N:34][CH:33]=1)[CH3:42]. Given the reactants C([O:3][C:4]([C:6]1[C:7]2[N:8]=[CH:9][CH:10]=[N:11][C:12]=2[C:13]([C:16]2[C:21]([F:22])=[C:20]([O:23][CH3:24])[CH:19]=[C:18]([O:25][CH3:26])[C:17]=2[Cl:27])=[CH:14][CH:15]=1)=O)C.[NH2:28][C:29]1[N:34]=[CH:33][C:32]([CH2:35][N:36]([CH3:42])[CH2:37][CH2:38][N:39]([CH3:41])[CH3:40])=[CH:31][CH:30]=1.C[Al](C)C.C([O-])(O)=O.[Na+], predict the reaction product.